This data is from Catalyst prediction with 721,799 reactions and 888 catalyst types from USPTO. The task is: Predict which catalyst facilitates the given reaction. (1) Reactant: [NH2:1][C:2]1[CH:3]=[C:4]([CH:9]=[CH:10][C:11]=1[CH3:12])[C:5]([O:7][CH3:8])=[O:6].[Br:13][C:14]1[CH:19]=[CH:18][C:17]([O:20][CH3:21])=[CH:16][C:15]=1[C:22](Cl)=[O:23].C(N(CC)CC)C. Product: [Br:13][C:14]1[CH:19]=[CH:18][C:17]([O:20][CH3:21])=[CH:16][C:15]=1[C:22]([NH:1][C:2]1[CH:3]=[C:4]([CH:9]=[CH:10][C:11]=1[CH3:12])[C:5]([O:7][CH3:8])=[O:6])=[O:23]. The catalyst class is: 1. (2) Reactant: [CH2:1]([O:8][C:9]1[C:13]([CH2:14]C(O)=O)=[CH:12][N:11]([C:18]2[CH:23]=[CH:22][CH:21]=[CH:20][CH:19]=2)[N:10]=1)[C:2]1[CH:7]=[CH:6][CH:5]=[CH:4][CH:3]=1.CI.[C:26](=[O:29])([O-])[O-:27].[K+].[K+].[CH3:32]N(C)C=O. Product: [C:26]([O:27][CH2:14][C:13]1[C:9]([O:8][CH2:1][C:2]2[CH:3]=[CH:4][CH:5]=[CH:6][CH:7]=2)=[N:10][N:11]([C:18]2[CH:19]=[CH:20][CH:21]=[CH:22][CH:23]=2)[CH:12]=1)(=[O:29])[CH3:32]. The catalyst class is: 6. (3) Reactant: [NH2:1][C:2]1[C:3]([Br:13])=[C:4]([CH:9]=[C:10]([F:12])[CH:11]=1)[C:5]([O:7][CH3:8])=[O:6].C([O-])([O-])=O.[K+].[K+].[F:20][C:21]([F:32])([F:31])[C:22](O[C:22](=[O:23])[C:21]([F:32])([F:31])[F:20])=[O:23]. Product: [Br:13][C:3]1[C:2]([NH:1][C:22](=[O:23])[C:21]([F:32])([F:31])[F:20])=[CH:11][C:10]([F:12])=[CH:9][C:4]=1[C:5]([O:7][CH3:8])=[O:6]. The catalyst class is: 2. (4) Reactant: [CH:1]1([O:6][C:7]2[CH:8]=[C:9]([NH2:13])[CH:10]=[CH:11][CH:12]=2)[CH2:5][CH2:4][CH2:3][CH2:2]1.[N:14]1[CH:19]=[CH:18][CH:17]=[N:16][C:15]=1C=O.[C:22](O)(=O)C.C(O[BH-](OC(=O)C)OC(=O)C)(=O)C.[Na+]. Product: [CH:1]1([O:6][C:7]2[CH:8]=[C:9]([NH:13][CH2:22][C:18]3[CH:19]=[N:14][CH:15]=[N:16][CH:17]=3)[CH:10]=[CH:11][CH:12]=2)[CH2:5][CH2:4][CH2:3][CH2:2]1. The catalyst class is: 68.